This data is from Antibody developability classification from SAbDab with 2,409 antibodies. The task is: Regression/Classification. Given an antibody's heavy chain and light chain sequences, predict its developability. TAP uses regression for 5 developability metrics; SAbDab uses binary classification. (1) The antibody is ['EVQLVESGGGLVQPGGSLRLSCAASGFTFSSHDMHWVRQATGKGLEWVSGIGTAGDTYYPDSVKGRFTISRENAKNSLYLQMNSLRAGDTAVYYCARDRYSPTGHYYGMDVWGQGTTVTVSS', 'DIQMTQSPSTLSASVGDRVTITCRASQSISSWLAWYQQKPGKAPKLLIYKASSLESGVPSRFSGSGSGTEFTLTISSLQPDDFATYYCKQYADYWTFGQGTKVEIK']. Result: 1 (developable). (2) The antibody is ['QVQLVQSGAEVKKPGASVKVSCKTSGYTFTDYYIHWVRQAPGQGLEWMGWINPTDGGTNYAQKFQDWVTMTRDTSITTAYMELSRLRSDGTAVYFCARDRITTAAPFDYWGQGTLVTVSS', 'SYVLTQPPSVSVAPGQTARITCGGSNIGSKSVHWYQQKPGQTPMLVIYYDYDRPSGIPERFSGSNSGSTATLTISRVEAGDEADYYCQVWDSSSDHVWVFGGGTTLTVL']. Result: 0 (not developable).